Dataset: TCR-epitope binding with 47,182 pairs between 192 epitopes and 23,139 TCRs. Task: Binary Classification. Given a T-cell receptor sequence (or CDR3 region) and an epitope sequence, predict whether binding occurs between them. The epitope is VLWAHGFEL. The TCR CDR3 sequence is CASSAPKSESYNEQFF. Result: 1 (the TCR binds to the epitope).